Predict which catalyst facilitates the given reaction. From a dataset of Catalyst prediction with 721,799 reactions and 888 catalyst types from USPTO. (1) The catalyst class is: 1. Product: [Cl:35][C:29]1[CH:30]=[CH:31][C:32]2[C:33](=[O:34])[C:24]3[C:22](=[O:23])[N:9]([CH2:10][C:11]4[CH:16]=[CH:15][C:14]([C:17]5[O:18][CH:19]=[N:20][N:21]=5)=[CH:13][CH:12]=4)[N:8]=[C:36]([OH:37])[C:25]=3[NH:26][C:27]=2[CH:28]=1. Reactant: C(OC([NH:8][N:9]([C:22]([C:24]1[C:33](=[O:34])[C:32]2[C:27](=[CH:28][C:29]([Cl:35])=[CH:30][CH:31]=2)[NH:26][C:25]=1[C:36](N1CCCC1)=[O:37])=[O:23])[CH2:10][C:11]1[CH:16]=[CH:15][C:14]([C:17]2[O:18][CH:19]=[N:20][N:21]=2)=[CH:13][CH:12]=1)=O)(C)(C)C.CS(O)(=O)=O. (2) Reactant: [H-].[Na+].[Br:3][C:4]1[CH:9]=[C:8]([CH3:10])[C:7]([OH:11])=[C:6]([CH3:12])[CH:5]=1.Br[CH2:14][C:15]([OH:17])=[O:16]. Product: [Br:3][C:4]1[CH:9]=[C:8]([CH3:10])[C:7]([O:11][CH2:14][C:15]([OH:17])=[O:16])=[C:6]([CH3:12])[CH:5]=1. The catalyst class is: 1. (3) Product: [F:29][C:30]1[CH:31]=[CH:32][C:33]([C:36]2[O:37][C:38]3[CH:49]=[CH:48][C:47]([O:50][S:10]([C:9]([F:28])([F:27])[F:8])(=[O:12])=[O:11])=[C:46]([N+:51]([O-:53])=[O:52])[C:39]=3[C:40]=2[C:41]([O:43][CH2:44][CH3:45])=[O:42])=[CH:34][CH:35]=1. The catalyst class is: 2. Reactant: C(N(CC)CC)C.[F:8][C:9]([F:28])([F:27])[S:10](N(C1C=CC=CC=1)[S:10]([C:9]([F:28])([F:27])[F:8])(=[O:12])=[O:11])(=[O:12])=[O:11].[F:29][C:30]1[CH:35]=[CH:34][C:33]([C:36]2[O:37][C:38]3[CH:49]=[CH:48][C:47]([OH:50])=[C:46]([N+:51]([O-:53])=[O:52])[C:39]=3[C:40]=2[C:41]([O:43][CH2:44][CH3:45])=[O:42])=[CH:32][CH:31]=1. (4) Reactant: [NH2:1][C:2]1[C:3]2[C:10]([C:11]3[CH:20]=[C:19]4[C:14]([CH2:15][CH2:16][CH:17]([C:21]5[CH:26]=[CH:25][CH:24]=[CH:23][CH:22]=5)[O:18]4)=[CH:13][CH:12]=3)=[CH:9][N:8]([CH:27]3[CH2:30][C:29](=[O:31])[CH2:28]3)[C:4]=2[N:5]=[CH:6][N:7]=1.CCC(C)[BH-](C(C)CC)C(C)CC.[Li+]. Product: [NH2:1][C:2]1[C:3]2[C:10]([C:11]3[CH:20]=[C:19]4[C:14]([CH2:15][CH2:16][CH:17]([C:21]5[CH:26]=[CH:25][CH:24]=[CH:23][CH:22]=5)[O:18]4)=[CH:13][CH:12]=3)=[CH:9][N:8]([C@@H:27]3[CH2:30][C@H:29]([OH:31])[CH2:28]3)[C:4]=2[N:5]=[CH:6][N:7]=1. The catalyst class is: 1. (5) Reactant: [Cl:1][C:2]1[N:7]=[C:6](Cl)[C:5]([C:9]([F:12])([F:11])[F:10])=[CH:4][N:3]=1.[NH2:13][C@@H:14]1[CH2:19][CH2:18][CH2:17][N:16]([C:20]([O:22][C:23]([CH3:26])([CH3:25])[CH3:24])=[O:21])[CH2:15]1.C(N(CC)CC)C. Product: [Cl:1][C:2]1[N:7]=[C:6]([NH:13][C@@H:14]2[CH2:19][CH2:18][CH2:17][N:16]([C:20]([O:22][C:23]([CH3:26])([CH3:25])[CH3:24])=[O:21])[CH2:15]2)[C:5]([C:9]([F:12])([F:11])[F:10])=[CH:4][N:3]=1. The catalyst class is: 23.